This data is from Forward reaction prediction with 1.9M reactions from USPTO patents (1976-2016). The task is: Predict the product of the given reaction. Given the reactants [CH3:1][C:2]1[C:8](=[O:9])[NH:7][C:5](=[O:6])[N:4]([C@@H:10]2[O:14][C@H:13]([CH2:15][OH:16])[C@@H:12]([N:17]=[N+:18]=[N-:19])[CH2:11]2)[CH:3]=1.[C:20]1(=[O:26])[O:25][C:23](=[O:24])[CH2:22][CH2:21]1, predict the reaction product. The product is: [CH3:1][C:2]1[C:8](=[O:9])[NH:7][C:5](=[O:6])[N:4]([C@@H:10]2[O:14][C@H:13]([CH2:15][OH:16])[C@@H:12]([N:17]=[N+:18]=[N-:19])[CH2:11]2)[CH:3]=1.[C:20]([OH:25])(=[O:26])[CH2:21][CH2:22][C:23]([OH:6])=[O:24].